This data is from Forward reaction prediction with 1.9M reactions from USPTO patents (1976-2016). The task is: Predict the product of the given reaction. Given the reactants [CH2:1]([C:13]1[CH:14]=[C:15]([C:18]2[NH:19][C:20](=[O:44])[C:21]3[C:25]=2[C:24](=[O:26])[NH:23][C:22]=3[C:27]2[S:28][CH:29]=[C:30]([CH2:32][CH2:33][CH2:34][CH2:35][CH2:36][CH2:37][CH2:38][CH2:39][CH2:40][CH2:41][CH2:42][CH3:43])[CH:31]=2)[S:16][CH:17]=1)[CH2:2][CH2:3][CH2:4][CH2:5][CH2:6][CH2:7][CH2:8][CH2:9][CH2:10][CH2:11][CH3:12].Br[CH2:46][CH:47]([CH2:50][CH2:51][CH2:52][CH3:53])[CH2:48][CH3:49].C([O-])([O-])=O.[Cs+].[Cs+], predict the reaction product. The product is: [CH2:32]([C:30]1[CH:31]=[C:27]([C:22]2[N:23]([CH2:17][CH:13]([CH2:14][CH3:15])[CH2:1][CH2:2][CH2:3][CH3:4])[C:24](=[O:26])[C:25]3[C:21]=2[C:20](=[O:44])[N:19]([CH2:46][CH:47]([CH2:48][CH3:49])[CH2:50][CH2:51][CH2:52][CH3:53])[C:18]=3[C:15]2[S:16][CH:17]=[C:13]([CH2:1][CH2:2][CH2:3][CH2:4][CH2:5][CH2:6][CH2:7][CH2:8][CH2:9][CH2:10][CH2:11][CH3:12])[CH:14]=2)[S:28][CH:29]=1)[CH2:33][CH2:34][CH2:35][CH2:36][CH2:37][CH2:38][CH2:39][CH2:40][CH2:41][CH2:42][CH3:43].